This data is from M1 muscarinic receptor antagonist screen with 61,756 compounds. The task is: Binary Classification. Given a drug SMILES string, predict its activity (active/inactive) in a high-throughput screening assay against a specified biological target. The molecule is O=C(N1CC2(CC(C1)(CN(C2)C(=O)CC)C)C)CC. The result is 0 (inactive).